This data is from Forward reaction prediction with 1.9M reactions from USPTO patents (1976-2016). The task is: Predict the product of the given reaction. (1) Given the reactants [C:1]1([C:6]2[CH:7]=[CH:8][C:9]([N+:20]([O-])=O)=[C:10]([NH:12][C:13](=[O:19])[N:14]([CH3:18])[CH2:15][CH2:16][CH3:17])[CH:11]=2)[CH2:5][CH2:4][CH2:3][CH:2]=1.C([O-])=O.[NH4+], predict the reaction product. The product is: [NH2:20][C:9]1[CH:8]=[CH:7][C:6]([C:1]2[CH2:5][CH2:4][CH2:3][CH:2]=2)=[CH:11][C:10]=1[NH:12][C:13](=[O:19])[N:14]([CH3:18])[CH2:15][CH2:16][CH3:17]. (2) Given the reactants Cl[C:2]1[CH:10]=[CH:9][C:5]([C:6]([OH:8])=[O:7])=[CH:4][C:3]=1[C:11]([F:14])([F:13])[F:12].B(O)O.CC([C:21]1[CH:26]=[C:25](C(C)C)[C:24]([C:21]2[CH:26]=[CH:25][CH:24]=[CH:23][C:22]=2P(C2CCCCC2)C2CCCCC2)=[C:23](C(C)C)[CH:22]=1)C.[F-].[K+], predict the reaction product. The product is: [F:12][C:11]([F:14])([F:13])[C:3]1[CH:4]=[C:5]([C:6]([OH:8])=[O:7])[CH:9]=[CH:10][C:2]=1[C:21]1[CH:26]=[CH:25][CH:24]=[CH:23][CH:22]=1.